From a dataset of Forward reaction prediction with 1.9M reactions from USPTO patents (1976-2016). Predict the product of the given reaction. Given the reactants [NH2:1][C:2]1[CH:7]=[N:6][CH:5]=[CH:4][N:3]=1.[CH2:8]([N+:12]#[C-:13])[CH2:9][CH2:10][CH3:11].[Cl:14][C:15]1[C:22]([Cl:23])=[CH:21][CH:20]=[CH:19][C:16]=1[CH:17]=O, predict the reaction product. The product is: [CH2:8]([NH:12][C:13]1[N:3]2[CH:4]=[CH:5][N:6]=[CH:7][C:2]2=[N:1][C:17]=1[C:16]1[CH:19]=[CH:20][CH:21]=[C:22]([Cl:23])[C:15]=1[Cl:14])[CH2:9][CH2:10][CH3:11].